From a dataset of Forward reaction prediction with 1.9M reactions from USPTO patents (1976-2016). Predict the product of the given reaction. (1) Given the reactants [O:1]=[C:2]1[N:7]([CH2:8][C:9]([OH:11])=O)[N:6]=[N:5][C:4]2[CH:12]=[CH:13][CH:14]=[CH:15][C:3]1=2.[C:16]1([CH3:25])[CH:21]=[CH:20][C:19]([CH2:22][CH2:23][NH2:24])=[CH:18][CH:17]=1, predict the reaction product. The product is: [CH3:25][C:16]1[CH:21]=[CH:20][C:19]([CH2:22][CH2:23][NH:24][C:9](=[O:11])[CH2:8][N:7]2[C:2](=[O:1])[C:3]3[CH:15]=[CH:14][CH:13]=[CH:12][C:4]=3[N:5]=[N:6]2)=[CH:18][CH:17]=1. (2) Given the reactants [Br:1][C:2]1[CH:11]=[C:10]2[C:5]([C:6]([CH3:16])=[CH:7][C:8](=[O:15])[N:9]2[CH:12]2[CH2:14][CH2:13]2)=[CH:4][C:3]=1[F:17].[Se](=O)=[O:19].O, predict the reaction product. The product is: [Br:1][C:2]1[CH:11]=[C:10]2[C:5]([C:6]([CH:16]=[O:19])=[CH:7][C:8](=[O:15])[N:9]2[CH:12]2[CH2:14][CH2:13]2)=[CH:4][C:3]=1[F:17]. (3) Given the reactants [CH3:1][O:2][C:3]1[CH:28]=[CH:27][C:6]([CH2:7][N:8]2[C:12]3=[N:13][CH:14]=[CH:15][C:16]([O:17][C:18]4[CH:23]=[CH:22][C:21]([NH2:24])=[CH:20][C:19]=4[F:25])=[C:11]3[C:10](I)=[N:9]2)=[CH:5][CH:4]=1.[NH2:29][C@H:30]1[CH2:35][CH2:34][N:33]([C:36]([O:38][C:39]([CH3:42])([CH3:41])[CH3:40])=[O:37])[CH2:32][C@@H:31]1[F:43], predict the reaction product. The product is: [CH3:1][O:2][C:3]1[CH:28]=[CH:27][C:6]([CH2:7][N:8]2[C:12]3=[N:13][CH:14]=[CH:15][C:16]([O:17][C:18]4[CH:23]=[CH:22][C:21]([NH2:24])=[CH:20][C:19]=4[F:25])=[C:11]3[C:10]([NH:29][C@H:30]3[CH2:35][CH2:34][N:33]([C:36]([O:38][C:39]([CH3:41])([CH3:40])[CH3:42])=[O:37])[CH2:32][C@@H:31]3[F:43])=[N:9]2)=[CH:5][CH:4]=1. (4) The product is: [C:23]([C:25]1[CH:26]=[CH:27][C:28]([CH3:48])=[C:29]([C:31]2[CH:32]=[CH:33][C:34]([NH:37][C:38](=[O:47])[C:39]3[C:40]([F:46])=[CH:41][CH:42]=[CH:43][C:44]=3[F:45])=[CH:35][CH:36]=2)[CH:30]=1)#[N:24].[F:46][C:40]1[CH:41]=[CH:42][CH:43]=[C:44]([F:45])[C:39]=1[C:38]([NH:37][C:34]1[CH:33]=[CH:32][C:31]([C:29]2[CH:30]=[C:25]([C:23]3[NH:51][N:50]=[N:49][N:24]=3)[CH:26]=[CH:27][C:28]=2[CH3:48])=[CH:36][CH:35]=1)=[O:47]. Given the reactants COC(=O)C1C=CC(C)=C(Br)C=1.BrC1C=C(C#N)C=CC=1C.[C:23]([C:25]1[CH:26]=[CH:27][C:28]([CH3:48])=[C:29]([C:31]2[CH:36]=[CH:35][C:34]([NH:37][C:38](=[O:47])[C:39]3[C:44]([F:45])=[CH:43][CH:42]=[CH:41][C:40]=3[F:46])=[CH:33][CH:32]=2)[CH:30]=1)#[N:24].[N-:49]=[N+:50]=[N-:51].[Na+].[Cl-].[NH4+], predict the reaction product. (5) Given the reactants [CH3:1][C@H:2]1[CH2:33][C:32]([CH3:34])=[CH:31][C@@H:30]([CH2:35][CH:36]=[CH2:37])[C:28](=[O:29])[CH2:27][C@H:26]([OH:38])[C@@H:25]([CH3:39])[C@@H:24](/[C:40](/[CH3:51])=[CH:41]/[C@H:42]2[CH2:47][C@@H:46]([O:48][CH3:49])[C@H:45]([OH:50])[CH2:44][CH2:43]2)[O:23][C:21](=[O:22])[C@H:20]2[N:15]([CH2:16][CH2:17][CH2:18][CH2:19]2)[C:13](=[O:14])[C:11](=[O:12])[C@:9]2([OH:52])[O:10][C@@H:5]([C@@H:6]([O:54][CH3:55])[CH2:7][C@H:8]2[CH3:53])[C@@H:4]([O:56][CH3:57])[CH2:3]1.C(OC(=O)C)(=O)C.[CH3:65][S:66]([CH3:68])=O, predict the reaction product. The product is: [CH2:35]([CH:30]1[CH:31]=[C:32]([CH3:34])[CH2:33][CH:2]([CH3:1])[CH2:3][CH:4]([O:56][CH3:57])[CH:5]2[O:10][C:9]([OH:52])([CH:8]([CH3:53])[CH2:7][CH:6]2[O:54][CH3:55])[C:11](=[O:12])[C:13](=[O:14])[N:15]2[CH:20]([CH2:19][CH2:18][CH2:17][CH2:16]2)[C:21](=[O:22])[O:23][CH:24]([C:40]([CH3:51])=[CH:41][CH:42]2[CH2:43][CH2:44][CH:45]([O:50][CH2:65][S:66][CH3:68])[CH:46]([O:48][CH3:49])[CH2:47]2)[CH:25]([CH3:39])[C:26]([OH:38])=[CH:27][C:28]1=[O:29])[CH:36]=[CH2:37].[CH2:35]([CH:30]1[CH:31]=[C:32]([CH3:34])[CH2:33][CH:2]([CH3:1])[CH2:3][CH:4]([O:56][CH3:57])[CH:5]2[O:10][C:9]([OH:52])([CH:8]([CH3:53])[CH2:7][CH:6]2[O:54][CH3:55])[C:11](=[O:12])[C:13](=[O:14])[N:15]2[CH:20]([CH2:19][CH2:18][CH2:17][CH2:16]2)[C:21](=[O:22])[O:23][CH:24]([C:40]([CH3:51])=[CH:41][CH:42]2[CH2:43][CH2:44][CH:45]([OH:50])[CH:46]([O:48][CH3:49])[CH2:47]2)[CH:25]([CH3:39])[CH:26]=[CH:27][C:28]1=[O:29])[CH:36]=[CH2:37].[CH2:35]([CH:30]1[CH:31]=[C:32]([CH3:34])[CH2:33][CH:2]([CH3:1])[CH2:3][CH:4]([O:56][CH3:57])[CH:5]2[O:10][C:9]([OH:52])([CH:8]([CH3:53])[CH2:7][CH:6]2[O:54][CH3:55])[C:11](=[O:12])[C:13](=[O:14])[N:15]2[CH:20]([CH2:19][CH2:18][CH2:17][CH2:16]2)[C:21](=[O:22])[O:23][CH:24]([C:40]([CH3:51])=[CH:41][CH:42]2[CH2:43][CH2:44][CH:45]([O:50][CH2:65][S:66][CH3:68])[CH:46]([O:48][CH3:49])[CH2:47]2)[CH:25]([CH3:39])[CH:26]([OH:38])[CH2:27][C:28]1=[O:29])[CH:36]=[CH2:37]. (6) Given the reactants Cl.[CH2:2]([C:4]1[CH:8]=[C:7]([CH2:9][N:10]2[C:15]3[CH:16]=[C:17]([C:19]4[CH:24]=[CH:23][CH:22]=[CH:21][CH:20]=4)[S:18][C:14]=3[C:13](=[O:25])[N:12]([CH:26]3[CH2:31][CH2:30][NH:29][CH2:28][CH2:27]3)[C:11]2=[O:32])[O:6][N:5]=1)[CH3:3].[CH2:33]([O:35][C:36]1[C:45]([O:46][CH3:47])=[CH:44][C:43]2[C:42]([C:48]3[CH:56]=[CH:55][C:51]([C:52](O)=[O:53])=[CH:50][CH:49]=3)=[N:41][C@@H:40]3[CH2:57][CH2:58][S:59][CH2:60][C@@H:39]3[C:38]=2[CH:37]=1)[CH3:34].CN(C(ON1N=NC2C=CC=CC1=2)=[N+](C)C)C.F[P-](F)(F)(F)(F)F.CCN(C(C)C)C(C)C, predict the reaction product. The product is: [CH2:33]([O:35][C:36]1[C:45]([O:46][CH3:47])=[CH:44][C:43]2[C:42]([C:48]3[CH:49]=[CH:50][C:51]([C:52]([N:29]4[CH2:30][CH2:31][CH:26]([N:12]5[C:13](=[O:25])[C:14]6[S:18][C:17]([C:19]7[CH:24]=[CH:23][CH:22]=[CH:21][CH:20]=7)=[CH:16][C:15]=6[N:10]([CH2:9][C:7]6[O:6][N:5]=[C:4]([CH2:2][CH3:3])[CH:8]=6)[C:11]5=[O:32])[CH2:27][CH2:28]4)=[O:53])=[CH:55][CH:56]=3)=[N:41][C@@H:40]3[CH2:57][CH2:58][S:59][CH2:60][C@@H:39]3[C:38]=2[CH:37]=1)[CH3:34]. (7) Given the reactants [NH2:1][C@H:2]1[CH2:6][CH2:5][N:4]([C:7]2[CH:16]=[CH:15][C:14]3[C:9](=[CH:10][CH:11]=[C:12]([Cl:27])[C:13]=3[NH:17][C:18](=[O:26])[CH2:19][CH2:20][CH:21]3[CH2:25][CH2:24][CH2:23][CH2:22]3)[N:8]=2)[CH2:3]1.[CH3:28][C:29]([Si:32]([CH3:38])([CH3:37])[O:33][CH2:34][CH:35]=O)([CH3:31])[CH3:30], predict the reaction product. The product is: [Cl:27][C:12]1[C:13]([NH:17][C:18](=[O:26])[CH2:19][CH2:20][CH:21]2[CH2:22][CH2:23][CH2:24][CH2:25]2)=[C:14]2[C:9](=[CH:10][CH:11]=1)[N:8]=[C:7]([N:4]1[CH2:5][CH2:6][C@H:2]([NH:1][CH2:35][CH2:34][O:33][Si:32]([C:29]([CH3:31])([CH3:30])[CH3:28])([CH3:38])[CH3:37])[CH2:3]1)[CH:16]=[CH:15]2.